This data is from Forward reaction prediction with 1.9M reactions from USPTO patents (1976-2016). The task is: Predict the product of the given reaction. (1) The product is: [Cl:1][C:2]1[CH:10]=[C:9]2[C:5]([C:6]([C:12]3[C:13]([CH2:26][CH2:27][CH3:28])=[N:14][C:15]([O:18][C:19]4[CH:24]=[CH:23][C:22]([Cl:25])=[CH:21][CH:20]=4)=[CH:16][CH:17]=3)=[N:7][N:8]2[CH3:11])=[CH:4][C:3]=1[O:29][C@@H:31]([CH3:33])[C:30]([OH:35])=[O:34]. Given the reactants [Cl:1][C:2]1[CH:10]=[C:9]2[C:5]([C:6]([C:12]3[C:13]([CH2:26][CH2:27][CH3:28])=[N:14][C:15]([O:18][C:19]4[CH:24]=[CH:23][C:22]([Cl:25])=[CH:21][CH:20]=4)=[CH:16][CH:17]=3)=[N:7][N:8]2[CH3:11])=[CH:4][C:3]=1[OH:29].[C:30]([O:35]C)(=[O:34])[C@@H:31]([CH3:33])O, predict the reaction product. (2) Given the reactants [H-].[Al+3].[Li+].[H-].[H-].[H-].[C:7]1([CH2:17][C:18](O)=[O:19])([CH2:13][C:14](O)=[O:15])[CH2:12][CH2:11][CH2:10][CH2:9][CH2:8]1.[OH-].[Na+], predict the reaction product. The product is: [OH:15][CH2:14][CH2:13][C:7]1([CH2:17][CH2:18][OH:19])[CH2:8][CH2:9][CH2:10][CH2:11][CH2:12]1.